Predict which catalyst facilitates the given reaction. From a dataset of Catalyst prediction with 721,799 reactions and 888 catalyst types from USPTO. (1) Reactant: [N:1]1([C:7]2[N:8]=[C:9]([CH2:14][C:15]([O-:17])=O)[NH:10][C:11](=[O:13])[CH:12]=2)[CH2:6][CH2:5][O:4][CH2:3][CH2:2]1.[Na+].[N:19]1([CH2:25][CH2:26][O:27][C:28]2[CH:33]=[CH:32][CH:31]=[CH:30][C:29]=2[NH2:34])[CH2:24][CH2:23][CH2:22][CH2:21][CH2:20]1.Cl.CN(C)CCCN=C=NCC. Product: [N:1]1([C:7]2[N:8]=[C:9]([CH2:14][C:15]([NH:34][C:29]3[CH:30]=[CH:31][CH:32]=[CH:33][C:28]=3[O:27][CH2:26][CH2:25][N:19]3[CH2:24][CH2:23][CH2:22][CH2:21][CH2:20]3)=[O:17])[NH:10][C:11](=[O:13])[CH:12]=2)[CH2:2][CH2:3][O:4][CH2:5][CH2:6]1. The catalyst class is: 672. (2) Product: [Cl:1][CH2:2][CH:3]([P:5](=[O:8])([CH3:7])[CH3:6])[O:4][Si:13]([C:9]([CH3:12])([CH3:11])[CH3:10])([CH3:15])[CH3:14]. The catalyst class is: 112. Reactant: [Cl:1][CH2:2][CH:3]([P:5](=[O:8])([CH3:7])[CH3:6])[OH:4].[C:9]([Si:13](Cl)([CH3:15])[CH3:14])([CH3:12])([CH3:11])[CH3:10].N1C=CC=CC=1. (3) Reactant: [NH2:1][C:2]1[C:10]2[C:5](=[N:6][C:7]([C:11]3[S:12][CH:13]=[CH:14][CH:15]=3)=[CH:8][CH:9]=2)[S:4][C:3]=1[C:16]([NH:18][C:19]1[CH:24]=[CH:23][CH:22]=[C:21]([C:25]([F:28])([F:27])[F:26])[CH:20]=1)=[O:17].Cl[C:30]([O:32][CH2:33][Cl:34])=[O:31]. Product: [S:12]1[CH:13]=[CH:14][CH:15]=[C:11]1[C:7]1[N:6]=[C:5]2[S:4][C:3]([C:16](=[O:17])[NH:18][C:19]3[CH:24]=[CH:23][CH:22]=[C:21]([C:25]([F:27])([F:28])[F:26])[CH:20]=3)=[C:2]([NH:1][C:30](=[O:31])[O:32][CH2:33][Cl:34])[C:10]2=[CH:9][CH:8]=1. The catalyst class is: 12.